This data is from Forward reaction prediction with 1.9M reactions from USPTO patents (1976-2016). The task is: Predict the product of the given reaction. (1) Given the reactants [Br:1][C:2]1[O:3][C:4]([C:11](Cl)=[O:12])=[C:5]([C:7]([F:10])([F:9])[F:8])[N:6]=1.[NH2:14][C:15]1[CH:16]=[CH:17][C:18]([N:21]2[CH2:26][CH2:25][CH:24]([C:27]3[CH:32]=[CH:31][CH:30]=[CH:29][CH:28]=3)[CH2:23][CH2:22]2)=[N:19][CH:20]=1.C(N(CC)CC)C, predict the reaction product. The product is: [Br:1][C:2]1[O:3][C:4]([C:11]([NH:14][C:15]2[CH:16]=[CH:17][C:18]([N:21]3[CH2:22][CH2:23][CH:24]([C:27]4[CH:28]=[CH:29][CH:30]=[CH:31][CH:32]=4)[CH2:25][CH2:26]3)=[N:19][CH:20]=2)=[O:12])=[C:5]([C:7]([F:10])([F:9])[F:8])[N:6]=1. (2) Given the reactants BrC[C:3]1[C:8]([CH2:9]Br)=[N:7][CH:6]=[CH:5][N:4]=1.[C:11](N)([C:24]1[CH:29]=[CH:28][CH:27]=[CH:26][CH:25]=1)([C:18]1[CH:23]=[CH:22][CH:21]=[CH:20][CH:19]=1)[C:12]1[CH:17]=[CH:16][CH:15]=[CH:14][CH:13]=1.O.[CH3:32][N:33](C)C=O, predict the reaction product. The product is: [C:11]([N:7]1[C:8]2=[CH:9][CH:32]=[N:33][C:3]2=[N:4][CH:5]=[CH:6]1)([C:24]1[CH:29]=[CH:28][CH:27]=[CH:26][CH:25]=1)([C:18]1[CH:23]=[CH:22][CH:21]=[CH:20][CH:19]=1)[C:12]1[CH:17]=[CH:16][CH:15]=[CH:14][CH:13]=1. (3) The product is: [Cl:1][C:2]1[CH:7]=[C:6]([N:8]([CH3:22])[CH:9]2[CH2:14][CH2:13][NH:12][CH2:11][CH2:10]2)[C:5]([CH3:23])=[C:4]([CH:3]=1)[C:24]([NH:25][CH2:26][C:27]1[C:28](=[O:35])[NH:29][C:30]([CH3:34])=[CH:31][C:32]=1[CH3:33])=[O:36]. Given the reactants [Cl:1][C:2]1[CH:3]=[C:4]([C:24](=[O:36])[NH:25][CH2:26][C:27]2[C:28](=[O:35])[NH:29][C:30]([CH3:34])=[CH:31][C:32]=2[CH3:33])[C:5]([CH3:23])=[C:6]([N:8]([CH3:22])[CH:9]2[CH2:14][CH2:13][N:12](C(OC(C)(C)C)=O)[CH2:11][CH2:10]2)[CH:7]=1.C(O)(C(F)(F)F)=O, predict the reaction product. (4) Given the reactants C([Li])CCC.[F:6][C:7]1[C:12]([F:13])=[CH:11][CH:10]=[CH:9][C:8]=1[Si:14]([CH3:17])([CH3:16])[CH3:15].C(O[B:22]1[O:26][C:25]([CH3:28])([CH3:27])[C:24]([CH3:30])([CH3:29])[O:23]1)(C)C.C(=O)=O.CC(C)=O.Cl, predict the reaction product. The product is: [F:6][C:7]1[C:12]([F:13])=[C:11]([B:22]2[O:26][C:25]([CH3:28])([CH3:27])[C:24]([CH3:30])([CH3:29])[O:23]2)[CH:10]=[CH:9][C:8]=1[Si:14]([CH3:17])([CH3:16])[CH3:15]. (5) The product is: [C:1]([O:5][C:6](=[O:7])[NH:8][C@@H:9]([CH3:10])[C:11]([N:15]([CH3:14])[CH2:16][CH2:17][C:18]1[CH:23]=[CH:22][CH:21]=[CH:20][CH:19]=1)=[O:13])([CH3:2])([CH3:3])[CH3:4]. Given the reactants [C:1]([O:5][C:6]([NH:8][C@H:9]([C:11]([OH:13])=O)[CH3:10])=[O:7])([CH3:4])([CH3:3])[CH3:2].[CH3:14][NH:15][CH2:16][CH2:17][C:18]1[CH:23]=[CH:22][CH:21]=[CH:20][CH:19]=1.CCN(C(C)C)C(C)C.C1CN([P+](Br)(N2CCCC2)N2CCCC2)CC1.F[P-](F)(F)(F)(F)F, predict the reaction product. (6) Given the reactants [C:1]([O:5][C:6]([N:8]1[CH2:12][CH2:11][CH2:10][C@@H:9]1[CH:13]=[CH2:14])=[O:7])([CH3:4])([CH3:3])[CH3:2].[H][H], predict the reaction product. The product is: [CH2:13]([C@H:9]1[CH2:10][CH2:11][CH2:12][N:8]1[C:6]([O:5][C:1]([CH3:2])([CH3:4])[CH3:3])=[O:7])[CH3:14]. (7) Given the reactants [F:1][C:2]([F:21])([F:20])[O:3][C:4]1[CH:9]=[CH:8][C:7]([C:10]2[CH:11]=[C:12]([C:16]([O:18][CH3:19])=[O:17])[CH:13]=[N:14][CH:15]=2)=[CH:6][CH:5]=1.[H][H], predict the reaction product. The product is: [F:21][C:2]([F:1])([F:20])[O:3][C:4]1[CH:9]=[CH:8][C:7]([CH:10]2[CH2:15][NH:14][CH2:13][CH:12]([C:16]([O:18][CH3:19])=[O:17])[CH2:11]2)=[CH:6][CH:5]=1. (8) Given the reactants [NH2:1][C:2](=[S:14])[CH2:3][N:4]1[CH:8]=[C:7]([C:9]([O:11][CH2:12][CH3:13])=[O:10])[CH:6]=[N:5]1.Br[CH2:16][C:17]([C:19]1[CH:24]=[CH:23][CH:22]=[C:21]([O:25][C:26]([F:29])([F:28])[F:27])[CH:20]=1)=O, predict the reaction product. The product is: [F:27][C:26]([F:28])([F:29])[O:25][C:21]1[CH:20]=[C:19]([C:17]2[N:1]=[C:2]([CH2:3][N:4]3[CH:8]=[C:7]([C:9]([O:11][CH2:12][CH3:13])=[O:10])[CH:6]=[N:5]3)[S:14][CH:16]=2)[CH:24]=[CH:23][CH:22]=1. (9) Given the reactants [CH3:1][C:2]1[S:6][CH:5]=[N:4][C:3]=1[CH2:7][OH:8].N1C=CN=C1.[CH3:14][C:15]([Si:18](Cl)([CH3:20])[CH3:19])([CH3:17])[CH3:16], predict the reaction product. The product is: [Si:18]([O:8][CH2:7][C:3]1[N:4]=[CH:5][S:6][C:2]=1[CH3:1])([C:15]([CH3:17])([CH3:16])[CH3:14])([CH3:20])[CH3:19].